Task: Predict which catalyst facilitates the given reaction.. Dataset: Catalyst prediction with 721,799 reactions and 888 catalyst types from USPTO Reactant: [C:1]([C:3]1[CH:4]=[C:5]([CH:17]=[CH:18][CH:19]=1)[CH2:6][N:7]([CH2:9][C:10]([O:12][C:13]([CH3:16])([CH3:15])[CH3:14])=[O:11])[CH3:8])#[N:2].[NH2:20][OH:21]. Product: [NH2:2][C:1](=[N:20][OH:21])[C:3]1[CH:4]=[C:5]([CH:17]=[CH:18][CH:19]=1)[CH2:6][N:7]([CH2:9][C:10]([O:12][C:13]([CH3:14])([CH3:15])[CH3:16])=[O:11])[CH3:8]. The catalyst class is: 8.